Task: Predict the reaction yield, written as a fraction of the theoretical maximum amount of product (1.0 means a 100% yield; for example, 0.34 means a 34% yield).. Dataset: Reaction yield outcomes from USPTO patents with 853,638 reactions (1) The reactants are [CH3:1][N:2]([CH3:19])[CH2:3][CH2:4][O:5][C:6]1[C:11]([C:12]([F:15])([F:14])[F:13])=[CH:10][C:9]([N+:16]([O-])=O)=[CH:8][N:7]=1.C(Cl)Cl.CO. The catalyst is CO.[Pd]. The product is [CH3:1][N:2]([CH3:19])[CH2:3][CH2:4][O:5][C:6]1[N:7]=[CH:8][C:9]([NH2:16])=[CH:10][C:11]=1[C:12]([F:15])([F:13])[F:14]. The yield is 0.811. (2) The reactants are [CH3:1][C:2]([C:13]1[CH:18]=[CH:17][C:16]([N+:19]([O-])=O)=[CH:15][CH:14]=1)([C:8]([O:10][CH2:11][CH3:12])=[O:9])[C:3]([O:5][CH2:6][CH3:7])=[O:4]. The catalyst is CCO. The product is [NH2:19][C:16]1[CH:17]=[CH:18][C:13]([C:2]([CH3:1])([C:3]([O:5][CH2:6][CH3:7])=[O:4])[C:8]([O:10][CH2:11][CH3:12])=[O:9])=[CH:14][CH:15]=1. The yield is 0.830.